This data is from Reaction yield outcomes from USPTO patents with 853,638 reactions. The task is: Predict the reaction yield, written as a fraction of the theoretical maximum amount of product (1.0 means a 100% yield; for example, 0.34 means a 34% yield). (1) The reactants are [CH2:1]([O:3][C:4](=[O:24])[C:5]([O:21][CH2:22][CH3:23])=[CH:6][C:7]1[CH:12]=[CH:11][C:10]([O:13]CC2C=CC=CC=2)=[CH:9][CH:8]=1)[CH3:2]. The catalyst is C(OCC)(=O)C.[Pd]. The product is [CH2:22]([O:21][CH:5]([CH2:6][C:7]1[CH:8]=[CH:9][C:10]([OH:13])=[CH:11][CH:12]=1)[C:4]([O:3][CH2:1][CH3:2])=[O:24])[CH3:23]. The yield is 1.00. (2) The reactants are [CH2:1]([N:8]([CH3:30])[C@@H:9]1[CH2:14][CH2:13][N:12]([CH2:15][CH2:16][C:17]2[CH:22]=[CH:21][C:20]([F:23])=[CH:19][CH:18]=2)[CH2:11][C@H:10]1[CH2:24]OS(C)(=O)=O)[C:2]1[CH:7]=[CH:6][CH:5]=[CH:4][CH:3]=1.[N-:31]=[N+:32]=[N-:33].[Na+]. The catalyst is CN(C)C=O.C(OCC)(=O)C. The product is [N:31]([CH2:24][C@H:10]1[C@H:9]([N:8]([CH2:1][C:2]2[CH:7]=[CH:6][CH:5]=[CH:4][CH:3]=2)[CH3:30])[CH2:14][CH2:13][N:12]([CH2:15][CH2:16][C:17]2[CH:22]=[CH:21][C:20]([F:23])=[CH:19][CH:18]=2)[CH2:11]1)=[N+:32]=[N-:33]. The yield is 0.950.